Predict the product of the given reaction. From a dataset of Forward reaction prediction with 1.9M reactions from USPTO patents (1976-2016). Given the reactants [CH3:1][C:2]1[CH:10]=[CH:9][C:5]([C:6]([NH2:8])=[O:7])=[C:4]([N+:11]([O-])=O)[CH:3]=1.[NH4+].[Cl-], predict the reaction product. The product is: [NH2:11][C:4]1[CH:3]=[C:2]([CH3:1])[CH:10]=[CH:9][C:5]=1[C:6]([NH2:8])=[O:7].